From a dataset of Catalyst prediction with 721,799 reactions and 888 catalyst types from USPTO. Predict which catalyst facilitates the given reaction. (1) Reactant: [C:1]1([C:7](=O)[CH2:8][C:9]2[CH:14]=[CH:13][CH:12]=[CH:11][CH:10]=2)[CH:6]=[CH:5][CH:4]=[CH:3][CH:2]=1.[NH2:16][C:17]([NH2:19])=[O:18].[CH3:20][O:21][C:22]1[CH:29]=[CH:28][C:25]([CH:26]=O)=[CH:24][CH:23]=1.Cl. Product: [CH3:20][O:21][C:22]1[CH:29]=[CH:28][C:25]([CH:26]2[C:8]([C:9]3[CH:14]=[CH:13][CH:12]=[CH:11][CH:10]=3)=[C:7]([C:1]3[CH:6]=[CH:5][CH:4]=[CH:3][CH:2]=3)[NH:19][C:17](=[O:18])[NH:16]2)=[CH:24][CH:23]=1. The catalyst class is: 14. (2) Reactant: [CH3:1][O:2][CH2:3][C:4]12[CH2:10][C:9]1([C:11]1[CH:20]=[CH:19][C:18]3[C:13](=[CH:14][CH:15]=[CH:16][CH:17]=3)[CH:12]=1)[CH2:8][CH2:7][NH:6][CH2:5]2.[ClH:21]. Product: [ClH:21].[CH3:1][O:2][CH2:3][C:4]12[CH2:10][C:9]1([C:11]1[CH:20]=[CH:19][C:18]3[C:13](=[CH:14][CH:15]=[CH:16][CH:17]=3)[CH:12]=1)[CH2:8][CH2:7][NH:6][CH2:5]2. The catalyst class is: 2. (3) Reactant: Cl[C:2]1[N:3]=[C:4]([CH3:15])[C:5]([C:8]([O:10][C:11]([CH3:14])([CH3:13])[CH3:12])=[O:9])=[N:6][CH:7]=1.[O:16]1[CH:20]=[CH:19][N:18]=[C:17]1[CH2:21][OH:22].C(=O)([O-])[O-].[K+].[K+]. Product: [CH3:15][C:4]1[C:5]([C:8]([O:10][C:11]([CH3:14])([CH3:13])[CH3:12])=[O:9])=[N:6][CH:7]=[C:2]([O:22][CH2:21][C:17]2[O:16][CH:20]=[CH:19][N:18]=2)[N:3]=1. The catalyst class is: 3. (4) Reactant: [CH3:1][O:2][CH2:3][CH2:4][CH2:5][O:6][C:7]1[CH:8]=[C:9]([OH:14])[CH:10]=[C:11]([OH:13])[CH:12]=1.C(=O)([O-])[O-].[K+].[K+].[F:21][C:22]([F:26])([F:25])[CH2:23]I.[I-]. Product: [CH3:1][O:2][CH2:3][CH2:4][CH2:5][O:6][C:7]1[CH:12]=[C:11]([OH:13])[CH:10]=[C:9]([O:14][CH2:23][C:22]([F:26])([F:25])[F:21])[CH:8]=1. The catalyst class is: 31. (5) Reactant: [CH3:1][O:2][C:3]([C@@:5]12[CH2:14][N:13]([S:15]([C:18]3[CH:19]=[N:20][C:21](Cl)=[CH:22][CH:23]=3)(=[O:17])=[O:16])[CH2:12][CH2:11][C:10]1=[CH:9][C:8]1[N:25]([C:28]3[CH:33]=[CH:32][C:31]([F:34])=[CH:30][CH:29]=3)[N:26]=[CH:27][C:7]=1[CH2:6]2)=[O:4].[C:35](=O)([O-])[O-:36].[Cs+].[Cs+]. Product: [CH3:1][O:2][C:3]([C@@:5]12[CH2:14][N:13]([S:15]([C:18]3[CH:19]=[N:20][C:21]([O:36][CH3:35])=[CH:22][CH:23]=3)(=[O:17])=[O:16])[CH2:12][CH2:11][C:10]1=[CH:9][C:8]1[N:25]([C:28]3[CH:33]=[CH:32][C:31]([F:34])=[CH:30][CH:29]=3)[N:26]=[CH:27][C:7]=1[CH2:6]2)=[O:4]. The catalyst class is: 24. (6) Reactant: [Cl:1][C:2]1[CH:3]=[C:4]2[C:9](=[CH:10][CH:11]=1)[NH:8][CH:7]([C:12]1[CH:13]=[C:14]([NH2:18])[CH:15]=[CH:16][CH:17]=1)[C:6]([CH3:20])([CH3:19])[CH2:5]2.[CH3:21][O:22][C:23](=[O:28])[C:24](Br)([CH3:26])[CH3:25].C(=O)([O-])[O-].[K+].[K+]. Product: [CH3:21][O:22][C:23](=[O:28])[C:24]([NH:18][C:14]1[CH:15]=[CH:16][CH:17]=[C:12]([CH:7]2[C:6]([CH3:20])([CH3:19])[CH2:5][C:4]3[C:9](=[CH:10][CH:11]=[C:2]([Cl:1])[CH:3]=3)[NH:8]2)[CH:13]=1)([CH3:26])[CH3:25]. The catalyst class is: 9.